This data is from Catalyst prediction with 721,799 reactions and 888 catalyst types from USPTO. The task is: Predict which catalyst facilitates the given reaction. (1) Reactant: C([O:3][C:4]([C:6]1[S:10][C:9]([N:11]2[CH2:16][CH2:15][N:14]([C:17]([O:19][C:20]([CH3:23])([CH3:22])[CH3:21])=[O:18])[CH2:13][CH2:12]2)=[N:8][C:7]=1[C:24]1[CH:29]=[CH:28][C:27]([O:30][C:31]2[CH:36]=[CH:35][CH:34]=[CH:33][CH:32]=2)=[CH:26][CH:25]=1)=[O:5])C.O.CO.[OH-].[Li+]. Product: [C:20]([O:19][C:17]([N:14]1[CH2:13][CH2:12][N:11]([C:9]2[S:10][C:6]([C:4]([OH:5])=[O:3])=[C:7]([C:24]3[CH:29]=[CH:28][C:27]([O:30][C:31]4[CH:36]=[CH:35][CH:34]=[CH:33][CH:32]=4)=[CH:26][CH:25]=3)[N:8]=2)[CH2:16][CH2:15]1)=[O:18])([CH3:23])([CH3:21])[CH3:22]. The catalyst class is: 1. (2) Reactant: O=S(Cl)Cl.[CH2:5]([O:12][C:13]1[CH:21]=[CH:20][C:19]([C:22]2[NH:43][C:25]3=[N:26][CH:27]=[C:28]([CH:30]4[CH2:35][CH2:34][N:33]([C:36]([O:38][C:39]([CH3:42])([CH3:41])[CH3:40])=[O:37])[CH2:32][CH2:31]4)[CH:29]=[C:24]3[N:23]=2)=[CH:18][C:14]=1[C:15](O)=[O:16])[C:6]1[CH:11]=[CH:10][CH:9]=[CH:8][CH:7]=1.C[N:45](C=O)C.[OH-].[NH4+]. Product: [CH2:5]([O:12][C:13]1[CH:21]=[CH:20][C:19]([C:22]2[NH:43][C:25]3=[N:26][CH:27]=[C:28]([CH:30]4[CH2:31][CH2:32][N:33]([C:36]([O:38][C:39]([CH3:41])([CH3:42])[CH3:40])=[O:37])[CH2:34][CH2:35]4)[CH:29]=[C:24]3[N:23]=2)=[CH:18][C:14]=1[C:15](=[O:16])[NH2:45])[C:6]1[CH:11]=[CH:10][CH:9]=[CH:8][CH:7]=1. The catalyst class is: 85. (3) Reactant: Br[CH2:2][C:3]([C:5]1[S:6][C:7]([CH3:10])=[CH:8][CH:9]=1)=[O:4].[N-:11]=[N+:12]=[N-:13].[Na+].O. Product: [N:11]([CH2:2][C:3]([C:5]1[S:6][C:7]([CH3:10])=[CH:8][CH:9]=1)=[O:4])=[N+:12]=[N-:13]. The catalyst class is: 21. (4) Reactant: [C:1]([O:5][C:6](=[O:78])[C@@H:7]([NH:13][C:14](=[O:77])[CH2:15][CH2:16][C@@H:17]([C:70]([O:72][C:73]([CH3:76])([CH3:75])[CH3:74])=[O:71])[NH:18][C:19](=[O:69])[CH2:20][CH2:21][C@@H:22]([C:62]([O:64][C:65]([CH3:68])([CH3:67])[CH3:66])=[O:63])[NH:23][C:24](=[O:61])[CH2:25][CH2:26][C@@H:27]([C:54]([O:56][C:57]([CH3:60])([CH3:59])[CH3:58])=[O:55])[NH:28][C:29](=[O:53])[CH2:30][CH2:31][CH2:32][CH2:33][CH2:34][CH2:35][CH2:36][CH2:37][CH2:38][CH2:39][CH2:40][CH2:41][CH2:42][CH2:43][CH2:44][CH2:45][C:46]([O:48][C:49]([CH3:52])([CH3:51])[CH3:50])=[O:47])[CH2:8][CH2:9][C:10]([OH:12])=[O:11])([CH3:4])([CH3:3])[CH3:2].[B-](F)(F)(F)F.CN(C(O[N:92]1[C:97](=[O:98])[CH2:96][CH2:95][C:93]1=[O:94])=[N+](C)C)C. Product: [O:94]=[C:93]1[CH2:95][CH2:96][C:97](=[O:98])[N:92]1[O:11][C:10](=[O:12])[CH2:9][CH2:8][C@H:7]([NH:13][C:14](=[O:77])[CH2:15][CH2:16][C@@H:17]([C:70]([O:72][C:73]([CH3:76])([CH3:75])[CH3:74])=[O:71])[NH:18][C:19](=[O:69])[CH2:20][CH2:21][C@@H:22]([C:62]([O:64][C:65]([CH3:68])([CH3:67])[CH3:66])=[O:63])[NH:23][C:24](=[O:61])[CH2:25][CH2:26][C@@H:27]([C:54]([O:56][C:57]([CH3:58])([CH3:59])[CH3:60])=[O:55])[NH:28][C:29](=[O:53])[CH2:30][CH2:31][CH2:32][CH2:33][CH2:34][CH2:35][CH2:36][CH2:37][CH2:38][CH2:39][CH2:40][CH2:41][CH2:42][CH2:43][CH2:44][CH2:45][C:46]([O:48][C:49]([CH3:50])([CH3:51])[CH3:52])=[O:47])[C:6]([O:5][C:1]([CH3:2])([CH3:3])[CH3:4])=[O:78]. The catalyst class is: 10. (5) Product: [CH2:1]([N:3]1[C:12]2[C:7](=[C:8]([F:17])[C:9]([OH:15])=[C:10]([OH:13])[CH:11]=2)[C:6](=[O:18])[C:5]([C:19]([OH:21])=[O:20])=[CH:4]1)[CH3:2]. The catalyst class is: 98. Reactant: [CH2:1]([N:3]1[C:12]2[C:7](=[C:8]([F:17])[C:9]([O:15]C)=[C:10]([O:13]C)[CH:11]=2)[C:6](=[O:18])[C:5]([C:19]([O:21]CC)=[O:20])=[CH:4]1)[CH3:2].B(Br)(Br)Br. (6) Reactant: [Cl:1][C:2]1[CH:3]=[C:4]2[C:12](=[CH:13][C:14]=1[Cl:15])[N:11]([S:16]([C:19]1[CH:25]=[CH:24][C:22]([CH3:23])=[CH:21][CH:20]=1)(=[O:18])=[O:17])[C:10]1[C:9](=[O:26])[CH2:8][CH2:7][CH2:6][C:5]2=1.[Li+].C[Si]([N-][Si](C)(C)C)(C)C.[F:37]NS(C1C=CC=CC=1)(=O)=O. Product: [Cl:1][C:2]1[CH:3]=[C:4]2[C:12](=[CH:13][C:14]=1[Cl:15])[N:11]([S:16]([C:19]1[CH:25]=[CH:24][C:22]([CH3:23])=[CH:21][CH:20]=1)(=[O:18])=[O:17])[C:10]1[C:9](=[O:26])[CH:8]([F:37])[CH2:7][CH2:6][C:5]2=1. The catalyst class is: 1. (7) Reactant: [Cl:1][C:2]1[N:3]=[C:4]([C:9]([NH:11][CH:12]2[CH2:15][N:14]([C:16]3[S:17][C:18]([C:23]([O:25]C)=[O:24])=[C:19]([CH2:21][CH3:22])[N:20]=3)[CH2:13]2)=[O:10])[NH:5][C:6]=1[CH2:7][CH3:8].[OH-].[Li+].O. Product: [Cl:1][C:2]1[N:3]=[C:4]([C:9]([NH:11][CH:12]2[CH2:13][N:14]([C:16]3[S:17][C:18]([C:23]([OH:25])=[O:24])=[C:19]([CH2:21][CH3:22])[N:20]=3)[CH2:15]2)=[O:10])[NH:5][C:6]=1[CH2:7][CH3:8]. The catalyst class is: 5.